Dataset: Full USPTO retrosynthesis dataset with 1.9M reactions from patents (1976-2016). Task: Predict the reactants needed to synthesize the given product. (1) Given the product [CH3:30][N:29]([CH2:28][C:24]1[CH:23]=[C:22]([CH:27]=[CH:26][CH:25]=1)[CH2:21][NH:20][C:12]1[C:13]2[C:18]([CH3:19])=[N:17][CH:16]=[N:15][C:14]=2[N:9]([OH:8])[C:10](=[O:32])[CH:11]=1)[CH3:31], predict the reactants needed to synthesize it. The reactants are: C([O:8][N:9]1[C:14]2[N:15]=[CH:16][N:17]=[C:18]([CH3:19])[C:13]=2[C:12]([NH:20][CH2:21][C:22]2[CH:27]=[CH:26][CH:25]=[C:24]([CH2:28][N:29]([CH3:31])[CH3:30])[CH:23]=2)=[CH:11][C:10]1=[O:32])C1C=CC=CC=1.CO.[H][H]. (2) The reactants are: [OH-].[NH4+].C[O:4][C:5](=O)[CH2:6][CH2:7][CH:8]1[CH2:13][CH2:12][N:11]([C:14]([O:16][C:17]([CH3:20])([CH3:19])[CH3:18])=[O:15])[CH2:10][CH2:9]1.C([N:29]1CCC(CO)CC1)(OC(C)(C)C)=O. Given the product [NH2:29][C:5](=[O:4])[CH2:6][CH2:7][CH:8]1[CH2:13][CH2:12][N:11]([C:14]([O:16][C:17]([CH3:20])([CH3:19])[CH3:18])=[O:15])[CH2:10][CH2:9]1, predict the reactants needed to synthesize it. (3) Given the product [O:21]=[C:15]1[CH:14]([N:7]2[CH2:6][C:5]3[C:9](=[CH:10][CH:11]=[CH:12][C:4]=3[CH2:3][NH:2][C:38]([NH:37][C:32]3[CH:33]=[CH:34][CH:35]=[CH:36][C:31]=3[O:30][CH3:29])=[O:39])[C:8]2=[O:13])[CH2:19][CH2:18][C:17](=[O:20])[NH:16]1, predict the reactants needed to synthesize it. The reactants are: Cl.[NH2:2][CH2:3][C:4]1[CH:12]=[CH:11][CH:10]=[C:9]2[C:5]=1[CH2:6][N:7]([CH:14]1[CH2:19][CH2:18][C:17](=[O:20])[NH:16][C:15]1=[O:21])[C:8]2=[O:13].C(N(CC)CC)C.[CH3:29][O:30][C:31]1[CH:36]=[CH:35][CH:34]=[CH:33][C:32]=1[N:37]=[C:38]=[O:39]. (4) Given the product [ClH:32].[CH2:1]1[C:7]2[C:8]3[CH:14]=[CH:13][C:12]([N:15]4[CH:20]=[CH:19][C:18]([C:21]5[CH:26]=[CH:25][C:24]([C:27]([F:30])([F:28])[F:29])=[CH:23][CH:22]=5)=[CH:17][C:16]4=[O:31])=[CH:11][C:9]=3[O:10][C:6]=2[CH2:5][CH2:4][CH2:3][NH:2]1, predict the reactants needed to synthesize it. The reactants are: [CH2:1]1[C:7]2[C:8]3[CH:14]=[CH:13][C:12]([N:15]4[CH:20]=[CH:19][C:18]([C:21]5[CH:26]=[CH:25][C:24]([C:27]([F:30])([F:29])[F:28])=[CH:23][CH:22]=5)=[CH:17][C:16]4=[O:31])=[CH:11][C:9]=3[O:10][C:6]=2[CH2:5][CH2:4][CH2:3][NH:2]1.[ClH:32].CCOCC. (5) The reactants are: [Cl:1][C:2]1[C:7]([CH2:8][NH2:9])=[CH:6][CH:5]=[C:4]([C:10]([F:13])([F:12])[F:11])[N:3]=1.[F:14][C:15]1[CH:16]=[C:17]([CH:27]([CH3:31])[C:28](O)=[O:29])[CH:18]=[CH:19][C:20]=1[CH2:21][NH:22][S:23]([CH3:26])(=[O:25])=[O:24].ON1C2C=CC=CC=2N=N1.F[B-](F)(F)F.N1(OC(N(C)C)=[N+](C)C)C2C=CC=CC=2N=N1.C(N(C(C)C)C(C)C)C. Given the product [Cl:1][C:2]1[C:7]([CH2:8][NH:9][C:28](=[O:29])[CH:27]([C:17]2[CH:18]=[CH:19][C:20]([CH2:21][NH:22][S:23]([CH3:26])(=[O:24])=[O:25])=[C:15]([F:14])[CH:16]=2)[CH3:31])=[CH:6][CH:5]=[C:4]([C:10]([F:11])([F:12])[F:13])[N:3]=1, predict the reactants needed to synthesize it. (6) The reactants are: [C:1]([O:5][C:6]([NH:8][CH2:9][CH:10]1[CH2:13][N:12](C(C2C=CC=CC=2)C2C=CC=CC=2)[CH2:11]1)=[O:7])([CH3:4])([CH3:3])[CH3:2]. Given the product [C:1]([O:5][C:6]([NH:8][CH2:9][CH:10]1[CH2:11][NH:12][CH2:13]1)=[O:7])([CH3:4])([CH3:2])[CH3:3], predict the reactants needed to synthesize it. (7) Given the product [CH:21]1([C@@H:19]([NH:18][C:17]([C:16]2[C:15]3[C:10](=[CH:11][CH:12]=[CH:13][CH:14]=3)[N:9]=[C:8]([C:28]3[CH:33]=[CH:32][CH:31]=[CH:30][CH:29]=3)[C:7]=2[CH2:6][N:5]2[CH2:34][C:35](=[O:37])[NH:38][C:1](=[O:3])[CH2:4]2)=[O:27])[CH3:20])[CH2:26][CH2:25][CH2:24][CH2:23][CH2:22]1, predict the reactants needed to synthesize it. The reactants are: [C:1]([CH2:4][N:5]([CH2:34][C:35]([OH:37])=O)[CH2:6][C:7]1[C:8]([C:28]2[CH:33]=[CH:32][CH:31]=[CH:30][CH:29]=2)=[N:9][C:10]2[C:15]([C:16]=1[C:17](=[O:27])[NH:18][C@H:19]([CH:21]1[CH2:26][CH2:25][CH2:24][CH2:23][CH2:22]1)[CH3:20])=[CH:14][CH:13]=[CH:12][CH:11]=2)([OH:3])=O.[NH3:38].